This data is from Reaction yield outcomes from USPTO patents with 853,638 reactions. The task is: Predict the reaction yield, written as a fraction of the theoretical maximum amount of product (1.0 means a 100% yield; for example, 0.34 means a 34% yield). (1) The reactants are [OH:1][CH:2]([C:20]1[CH:25]=[CH:24][C:23]([O:26][CH3:27])=[CH:22][CH:21]=1)[CH:3]1[CH2:7][O:6]C(C)(C)[N:4]1[C:10]([O:12][CH2:13][C:14]1[CH:19]=[CH:18][CH:17]=[CH:16][CH:15]=1)=[O:11]. The catalyst is CO. The product is [OH:1][C@H:2]([C:20]1[CH:21]=[CH:22][C:23]([O:26][CH3:27])=[CH:24][CH:25]=1)[C@H:3]([NH:4][C:10](=[O:11])[O:12][CH2:13][C:14]1[CH:19]=[CH:18][CH:17]=[CH:16][CH:15]=1)[CH2:7][OH:6]. The yield is 0.840. (2) The catalyst is CO.[Pd]. The product is [F:1][C:2]1[CH:3]=[CH:4][C:5]([C:18]([O:20][CH3:21])=[O:19])=[N:6][C:7]=1[CH:8]1[CH2:9][CH2:10][C:11]2([O:15][CH2:14][CH2:13][O:12]2)[CH2:16][CH2:17]1. The reactants are [F:1][C:2]1[CH:3]=[CH:4][C:5]([C:18]([O:20][CH3:21])=[O:19])=[N:6][C:7]=1[C:8]1[CH2:17][CH2:16][C:11]2([O:15][CH2:14][CH2:13][O:12]2)[CH2:10][CH:9]=1. The yield is 0.910. (3) The reactants are [OH:1][C:2]([CH3:26])([CH3:25])[CH2:3][C:4]1[CH:5]=[C:6]([CH:22]=[CH:23][CH:24]=1)[O:7][C:8]1[CH2:12][N:11]([C@@H:13]([CH2:17][CH:18]([CH3:20])[CH3:19])[C:14]([OH:16])=O)[C:10](=[O:21])[CH:9]=1.[CH3:27][N:28]1[CH:32]=[CH:31][C:30]([NH2:33])=[N:29]1.C(N(CC)C(C)C)(C)C.F[P-](F)(F)(F)(F)F.N1(O[P+](N(C)C)(N(C)C)N(C)C)C2C=CC=CC=2N=N1. The catalyst is ClCCl.O.C(OCC)(=O)C. The product is [CH3:27][N:28]1[CH:32]=[CH:31][C:30]([NH:33][C:14](=[O:16])[C@@H:13]([N:11]2[CH2:12][C:8]([O:7][C:6]3[CH:22]=[CH:23][CH:24]=[C:4]([CH2:3][C:2]([OH:1])([CH3:26])[CH3:25])[CH:5]=3)=[CH:9][C:10]2=[O:21])[CH2:17][CH:18]([CH3:19])[CH3:20])=[N:29]1. The yield is 0.620. (4) The reactants are C(OC([N:8]1[CH2:13][CH2:12][CH:11]([NH:14][CH2:15][CH2:16][O:17][C:18]2[CH:23]=[CH:22][C:21]([NH:24][C:25](=[O:33])[C:26]3[CH:31]=[CH:30][CH:29]=[C:28]([F:32])[CH:27]=3)=[CH:20][C:19]=2[C:34]2[N:35]([CH3:40])[N:36]=[CH:37][C:38]=2[Cl:39])[CH2:10][CH2:9]1)=O)(C)(C)C. The catalyst is Cl.O1CCOCC1. The product is [Cl:39][C:38]1[CH:37]=[N:36][N:35]([CH3:40])[C:34]=1[C:19]1[CH:20]=[C:21]([NH:24][C:25](=[O:33])[C:26]2[CH:31]=[CH:30][CH:29]=[C:28]([F:32])[CH:27]=2)[CH:22]=[CH:23][C:18]=1[O:17][CH2:16][CH2:15][NH:14][CH:11]1[CH2:10][CH2:9][NH:8][CH2:13][CH2:12]1. The yield is 0.480. (5) The product is [CH2:12]([N:19]1[CH2:20][CH2:21][C@@H:22]([C:25]2[CH:26]=[CH:27][C:28]([O:31][CH3:32])=[CH:29][CH:30]=2)[C@H:23]([OH:9])[CH2:24]1)[C:13]1[CH:14]=[CH:15][CH:16]=[CH:17][CH:18]=1. The catalyst is C1COCC1.[Cl-].[NH4+].C(O)C. The reactants are [BH4-].[Na+].B(F)(F)F.CC[O:9]CC.[CH2:12]([N:19]1[CH2:24][CH:23]=[C:22]([C:25]2[CH:30]=[CH:29][C:28]([O:31][CH3:32])=[CH:27][CH:26]=2)[CH2:21][CH2:20]1)[C:13]1[CH:18]=[CH:17][CH:16]=[CH:15][CH:14]=1.[OH-].[Na+].OO. The yield is 0.690. (6) The reactants are [C:1]([C:3]1[CH:4]=[C:5]([OH:9])[CH:6]=[CH:7][CH:8]=1)#[N:2].N1C=CN=C1.[Si:15](Cl)([C:18]([CH3:21])([CH3:20])[CH3:19])([CH3:17])[CH3:16]. The catalyst is CN(C)C=O. The product is [CH3:19][C:18]([Si:15]([CH3:17])([CH3:16])[O:9][C:5]1[CH:4]=[C:3]([CH:8]=[CH:7][CH:6]=1)[C:1]#[N:2])([CH3:21])[CH3:20]. The yield is 0.920. (7) The reactants are C(N(CC)CC)C.[O:8]=[C:9]1[C:17]2[C:12](=[CH:13][CH:14]=[CH:15][CH:16]=2)[C:11](=[O:18])[N:10]1[CH2:19][CH2:20][S:21](Cl)(=[O:23])=[O:22].[CH:25]([O:38][C:39]1[C:40]2[C:52](=[O:53])[N:51]([CH2:54][C:55]3[CH:60]=[CH:59][C:58]([F:61])=[CH:57][CH:56]=3)[CH2:50][C:41]=2[C:42]([OH:49])=[C:43]2[C:48]=1[N:47]=[CH:46][CH:45]=[CH:44]2)([C:32]1[CH:37]=[CH:36][CH:35]=[CH:34][CH:33]=1)[C:26]1[CH:31]=[CH:30][CH:29]=[CH:28][CH:27]=1.CCOC(C)=O.CCCCCC. The catalyst is CN(C1C=CN=CC=1)C.CCOC(C)=O. The product is [CH:25]([O:38][C:39]1[C:40]2[C:52](=[O:53])[N:51]([CH2:54][C:55]3[CH:60]=[CH:59][C:58]([F:61])=[CH:57][CH:56]=3)[CH2:50][C:41]=2[C:42]([O:49][S:21]([CH2:20][CH2:19][N:10]2[C:9](=[O:8])[C:17]3[C:12](=[CH:13][CH:14]=[CH:15][CH:16]=3)[C:11]2=[O:18])(=[O:22])=[O:23])=[C:43]2[C:48]=1[N:47]=[CH:46][CH:45]=[CH:44]2)([C:26]1[CH:31]=[CH:30][CH:29]=[CH:28][CH:27]=1)[C:32]1[CH:33]=[CH:34][CH:35]=[CH:36][CH:37]=1. The yield is 0.500. (8) The reactants are [F:1][C:2]1[CH:9]=[C:8](F)[C:7]([N+:11]([O-:13])=[O:12])=[CH:6][C:3]=1[C:4]#[N:5].[NH3:14]. The catalyst is C(O)C. The product is [NH2:14][C:8]1[C:7]([N+:11]([O-:13])=[O:12])=[CH:6][C:3]([C:4]#[N:5])=[C:2]([F:1])[CH:9]=1. The yield is 0.870.